Dataset: Reaction yield outcomes from USPTO patents with 853,638 reactions. Task: Predict the reaction yield, written as a fraction of the theoretical maximum amount of product (1.0 means a 100% yield; for example, 0.34 means a 34% yield). The reactants are Cl[C:2]1[CH:7]=[C:6]([N:8]2[CH2:13][CH2:12][CH:11]([C:14]([F:17])([F:16])[F:15])[CH2:10][CH2:9]2)[N:5]=[CH:4][N:3]=1.[C-:18]#[N:19].O.CC(=O)OCC. The catalyst is CN(C)C=O. The product is [F:15][C:14]([F:17])([F:16])[CH:11]1[CH2:12][CH2:13][N:8]([C:6]2[N:5]=[CH:4][N:3]=[C:2]([C:18]#[N:19])[CH:7]=2)[CH2:9][CH2:10]1. The yield is 0.400.